Dataset: Reaction yield outcomes from USPTO patents with 853,638 reactions. Task: Predict the reaction yield, written as a fraction of the theoretical maximum amount of product (1.0 means a 100% yield; for example, 0.34 means a 34% yield). (1) The reactants are [Br:1][C:2]1[CH:3]=[C:4]([CH:8]=[CH:9][C:10]=1[Cl:11])[C:5](O)=[O:6].B. The catalyst is C1COCC1. The product is [Br:1][C:2]1[CH:3]=[C:4]([CH2:5][OH:6])[CH:8]=[CH:9][C:10]=1[Cl:11]. The yield is 1.00. (2) The reactants are [C:1]([NH:5][C:6]([C:8]1[CH:12]=[C:11]([C:13]2[CH:18]=[CH:17][C:16]([C:19]#[N:20])=[CH:15][N:14]=2)[N:10]([C:21]2[CH:26]=[CH:25][CH:24]=[CH:23][CH:22]=2)[N:9]=1)=[O:7])([CH3:4])([CH3:3])[CH3:2].N. The catalyst is C(O)C. The product is [C:1]([NH:5][C:6]([C:8]1[CH:12]=[C:11]([C:13]2[CH:18]=[CH:17][C:16]([CH2:19][NH2:20])=[CH:15][N:14]=2)[N:10]([C:21]2[CH:26]=[CH:25][CH:24]=[CH:23][CH:22]=2)[N:9]=1)=[O:7])([CH3:4])([CH3:2])[CH3:3]. The yield is 0.360. (3) The reactants are I[C:2]1[C:7]([O:8][CH3:9])=[C:6]([O:10][CH2:11][C:12]2[CH:17]=[CH:16][C:15]([O:18][CH3:19])=[CH:14][CH:13]=2)[C:5]([O:20][CH3:21])=[CH:4][N:3]=1.[C:22]([C:24]1[CH:25]=[N:26][N:27]([CH3:29])[CH:28]=1)#[CH:23]. The catalyst is CC#N.CCN(CC)CC.Cl[Pd](Cl)([P](C1C=CC=CC=1)(C1C=CC=CC=1)C1C=CC=CC=1)[P](C1C=CC=CC=1)(C1C=CC=CC=1)C1C=CC=CC=1. The product is [CH3:9][O:8][C:7]1[C:2]([C:23]#[C:22][C:24]2[CH:25]=[N:26][N:27]([CH3:29])[CH:28]=2)=[N:3][CH:4]=[C:5]([O:20][CH3:21])[C:6]=1[O:10][CH2:11][C:12]1[CH:17]=[CH:16][C:15]([O:18][CH3:19])=[CH:14][CH:13]=1. The yield is 0.950. (4) The reactants are C1(P(=O)(C2C=CC=CC=2)C2C=CC=CC=2)C=CC=CC=1.FC(F)(F)S(OS(C(F)(F)F)(=O)=O)(=O)=O.C([S:43][C:44]([CH3:76])([CH2:68][CH2:69][N:70]1[CH2:75][CH2:74][O:73][CH2:72][CH2:71]1)[CH2:45][NH:46][C:47]([C:49]1[NH:50][C:51]2[C:56]([CH:57]=1)=[CH:55][CH:54]=[CH:53][C:52]=2[N:58]([CH3:67])[S:59]([C:62]1[S:63][CH:64]=[CH:65][CH:66]=1)(=[O:61])=[O:60])=O)C1C=CC=CC=1.C(=O)([O-])O.[Na+]. The catalyst is C(#N)C. The product is [CH3:67][N:58]([C:52]1[CH:53]=[CH:54][CH:55]=[C:56]2[C:51]=1[NH:50][C:49]([C:47]1[S:43][C:44]([CH3:76])([CH2:68][CH2:69][N:70]3[CH2:75][CH2:74][O:73][CH2:72][CH2:71]3)[CH2:45][N:46]=1)=[CH:57]2)[S:59]([C:62]1[S:63][CH:64]=[CH:65][CH:66]=1)(=[O:61])=[O:60]. The yield is 0.700. (5) The reactants are CO[C:3](=[O:26])[C:4]1[CH:9]=[CH:8][C:7]([O:10][CH2:11][C:12]2[C:13]([C:18]3[CH:23]=[CH:22][C:21]([F:24])=[C:20]([F:25])[CH:19]=3)=[N:14][O:15][C:16]=2[CH3:17])=[N:6][CH:5]=1.[NH2:27][CH2:28][C:29]([CH3:33])([CH3:32])[CH2:30][OH:31]. No catalyst specified. The product is [F:25][C:20]1[CH:19]=[C:18]([C:13]2[C:12]([CH2:11][O:10][C:7]3[CH:8]=[CH:9][C:4]([C:3]([NH:27][CH2:28][C:29]([CH3:33])([CH3:32])[CH2:30][OH:31])=[O:26])=[CH:5][N:6]=3)=[C:16]([CH3:17])[O:15][N:14]=2)[CH:23]=[CH:22][C:21]=1[F:24]. The yield is 0.480. (6) The reactants are [CH2:1]([C@@H:3]([CH2:6][CH2:7][CH3:8])[CH2:4][OH:5])[CH3:2].CCN(CC)CC.[CH3:16][S:17](Cl)(=[O:19])=[O:18]. The catalyst is C(Cl)Cl. The product is [CH2:1]([C@@H:3]([CH2:6][CH2:7][CH3:8])[CH2:4][O:5][S:17]([CH3:16])(=[O:19])=[O:18])[CH3:2]. The yield is 1.00. (7) The reactants are [NH2:1][C:2]1[CH:3]=[C:4]([C:8]2[CH:9]=[CH:10][C:11]3[C:15]([CH:16]=2)=[N:14][N:13]([C:17]2[CH:22]=[CH:21][C:20]([F:23])=[CH:19][CH:18]=2)[C:12]=3[C:24]([NH:26][CH3:27])=[O:25])[CH:5]=[CH:6][CH:7]=1.[C:28]1(=[O:38])[O:33][C:31](=[O:32])[C:30]2=[CH:34][CH:35]=[CH:36][CH:37]=[C:29]12. The catalyst is C(#N)C. The product is [F:23][C:20]1[CH:21]=[CH:22][C:17]([N:13]2[C:12]([C:24](=[O:25])[NH:26][CH3:27])=[C:11]3[C:15]([CH:16]=[C:8]([C:4]4[CH:3]=[C:2]([NH:1][C:28]([C:29]5[CH:37]=[CH:36][CH:35]=[CH:34][C:30]=5[C:31]([OH:33])=[O:32])=[O:38])[CH:7]=[CH:6][CH:5]=4)[CH:9]=[CH:10]3)=[N:14]2)=[CH:18][CH:19]=1. The yield is 0.550.